Predict the reactants needed to synthesize the given product. From a dataset of Full USPTO retrosynthesis dataset with 1.9M reactions from patents (1976-2016). (1) Given the product [CH2:10]([O:17][C:18]([NH:19][C:20]1[CH:21]=[CH:22][C:23]([CH2:26][O:27][S:30]([CH3:29])(=[O:32])=[O:31])=[CH:24][CH:25]=1)=[O:28])[C:11]1[CH:12]=[CH:13][CH:14]=[CH:15][CH:16]=1, predict the reactants needed to synthesize it. The reactants are: C(N(C(C)C)CC)(C)C.[CH2:10]([O:17][C:18](=[O:28])[NH:19][C:20]1[CH:25]=[CH:24][C:23]([CH2:26][OH:27])=[CH:22][CH:21]=1)[C:11]1[CH:16]=[CH:15][CH:14]=[CH:13][CH:12]=1.[CH3:29][S:30](Cl)(=[O:32])=[O:31]. (2) The reactants are: IN1C(=O)CCC1=O.[CH3:9][O:10][C:11]1[CH:16]=[CH:15][C:14](/[C:17](/[Si](C)(C)C)=[CH:18]/[C:19]2[S:20][C:21]([CH3:24])=[CH:22][CH:23]=2)=[CH:13][CH:12]=1.C([Li])CCC.[C:34]1([CH3:53])[CH:39]=[C:38]([CH3:40])[CH:37]=[C:36]([CH3:41])[C:35]=1[B:42](F)[C:43]1[C:48]([CH3:49])=[CH:47][C:46]([CH3:50])=[CH:45][C:44]=1[CH3:51]. Given the product [CH3:9][O:10][C:11]1[CH:16]=[CH:15][C:14](/[C:17](/[B:42]([C:43]2[C:44]([CH3:51])=[CH:45][C:46]([CH3:50])=[CH:47][C:48]=2[CH3:49])[C:35]2[C:36]([CH3:41])=[CH:37][C:38]([CH3:40])=[CH:39][C:34]=2[CH3:53])=[CH:18]/[C:19]2[S:20][C:21]([CH3:24])=[CH:22][CH:23]=2)=[CH:13][CH:12]=1, predict the reactants needed to synthesize it. (3) The reactants are: [CH3:1][O:2][C:3]1[C:8]2[N:9]=[C:10]([C:12]([F:15])([F:14])[F:13])[S:11][C:7]=2[C:6]([C:16](=[O:19])[CH2:17][CH3:18])=[CH:5][CH:4]=1.[H-].[Na+].[Cl-].[NH4+].[C:24](=[O:29])([O:27][CH3:28])OC. Given the product [CH3:1][O:2][C:3]1[C:8]2[N:9]=[C:10]([C:12]([F:15])([F:13])[F:14])[S:11][C:7]=2[C:6]([C:16](=[O:19])[CH:17]([CH3:18])[C:24]([O:27][CH3:28])=[O:29])=[CH:5][CH:4]=1, predict the reactants needed to synthesize it. (4) Given the product [I:45][C:17]1[CH:18]=[N:19][N:20]2[C:16]=1[N:15]=[C:14]1[C:10]([CH2:11][CH2:12][N:13]1[C@H:21]1[CH2:26][CH2:25][CH2:24][N:23]([C:27]([O:29][C:30]([CH3:33])([CH3:32])[CH3:31])=[O:28])[CH2:22]1)=[C:9]2[N:8]([C:6]([O:5][C:1]([CH3:4])([CH3:2])[CH3:3])=[O:7])[C:34]1[CH:39]=[CH:38][C:37]([O:40][CH2:41][CH2:42][O:43][CH3:44])=[CH:36][CH:35]=1, predict the reactants needed to synthesize it. The reactants are: [C:1]([O:5][C:6]([N:8]([C:34]1[CH:39]=[CH:38][C:37]([O:40][CH2:41][CH2:42][O:43][CH3:44])=[CH:36][CH:35]=1)[C:9]1[N:20]2[C:16](=[CH:17][CH:18]=[N:19]2)[N:15]=[C:14]2[C:10]=1[CH2:11][CH2:12][N:13]2[C@H:21]1[CH2:26][CH2:25][CH2:24][N:23]([C:27]([O:29][C:30]([CH3:33])([CH3:32])[CH3:31])=[O:28])[CH2:22]1)=[O:7])([CH3:4])([CH3:3])[CH3:2].[I:45]N1C(=O)CCC1=O. (5) Given the product [CH3:1][O:2][C:3](=[O:12])[C:4]1[CH:9]=[CH:8][C:7]([NH2:10])=[C:6]([O:11][CH:20]([CH3:22])[CH3:21])[CH:5]=1, predict the reactants needed to synthesize it. The reactants are: [CH3:1][O:2][C:3](=[O:12])[C:4]1[CH:9]=[CH:8][C:7]([NH2:10])=[C:6]([OH:11])[CH:5]=1.C(=O)([O-])[O-].[Cs+].[Cs+].I[CH:20]([CH3:22])[CH3:21]. (6) Given the product [CH3:14][O:13][C:10]1[C:9]([C:24]2[CH:23]=[CH:22][CH:21]=[C:20]([O:19][CH3:18])[N:25]=2)=[CH:8][C:7]([CH2:6][N:1]2[CH:5]=[N:4][CH:3]=[N:2]2)=[CH:12][N:11]=1, predict the reactants needed to synthesize it. The reactants are: [N:1]1([CH2:6][C:7]2[CH:8]=[C:9](Br)[C:10]([O:13][CH:14](F)F)=[N:11][CH:12]=2)[CH:5]=[N:4][CH:3]=[N:2]1.[CH3:18][O:19][C:20]1[N:25]=[C:24](B(O)O)[CH:23]=[CH:22][CH:21]=1.C1C=CC=CC=1.C([O-])([O-])=O.[Na+].[Na+].